From a dataset of Forward reaction prediction with 1.9M reactions from USPTO patents (1976-2016). Predict the product of the given reaction. (1) Given the reactants Br[C:2]1[CH:7]=[CH:6][C:5]([Br:8])=[CH:4][C:3]=1[N+:9]([O-:11])=[O:10].[NH2:12][CH:13]([CH2:16][OH:17])[CH2:14][OH:15].C(N(CC)C(C)C)(C)C.Cl, predict the reaction product. The product is: [Br:8][C:5]1[CH:6]=[CH:7][C:2]([NH:12][CH:13]([CH2:16][OH:17])[CH2:14][OH:15])=[C:3]([N+:9]([O-:11])=[O:10])[CH:4]=1. (2) Given the reactants [Cl:1][C:2]1[CH:7]=[CH:6][CH:5]=[C:4]([Cl:8])[C:3]=1[C:9]1[CH:13]=[C:12]([C:14]2[CH:19]=[C:18]([NH:20][CH2:21][CH2:22][C:23]([C:25]3[CH:26]=[N:27][CH:28]=[CH:29][CH:30]=3)=[O:24])[CH:17]=[CH:16][N:15]=2)[O:11][N:10]=1.C(N(CC)CC)C.[Cl:38][CH:39]([Cl:43])[C:40](Cl)=[O:41], predict the reaction product. The product is: [Cl:38][CH:39]([Cl:43])[C:40]([N:20]([C:18]1[CH:17]=[CH:16][N:15]=[C:14]([C:12]2[O:11][N:10]=[C:9]([C:3]3[C:2]([Cl:1])=[CH:7][CH:6]=[CH:5][C:4]=3[Cl:8])[CH:13]=2)[CH:19]=1)[CH2:21][CH2:22][C:23](=[O:24])[C:25]1[CH:26]=[N:27][CH:28]=[CH:29][CH:30]=1)=[O:41]. (3) Given the reactants [CH2:1]1[O:5][C@@H:4]2[C@@H:6]([OH:9])[CH2:7][O:8][C@@H:3]2[C@@H:2]1[OH:10].[C:11]([OH:19])(=[O:18])[CH:12]([CH2:14][C:15]([OH:17])=[O:16])[OH:13], predict the reaction product. The product is: [CH2:1]1[O:5][C@@H:4]2[C@@H:6]([OH:9])[CH2:7][O:8][C@@H:3]2[C@@H:2]1[OH:10].[C:11]([OH:19])(=[O:18])[CH:12]([CH2:14][C:15]([OH:17])=[O:16])[OH:13]. (4) Given the reactants Br[CH2:2][CH2:3][CH2:4][S:5](=[O:38])([C:32]1[CH:37]=[CH:36][CH:35]=[CH:34][CH:33]=1)=[N:6][C:7](=[O:31])[C:8]1[CH:13]=[C:12]([C:14]#[C:15][C:16]2[CH:21]=[CH:20][CH:19]=[C:18]([NH:22][C:23]([C:25]3[O:26][CH:27]=[CH:28][C:29]=3[CH3:30])=[O:24])[CH:17]=2)[CH:11]=[N:10][CH:9]=1.[N:39]1([CH2:45][CH2:46][OH:47])[CH2:44][CH2:43][NH:42][CH2:41][CH2:40]1, predict the reaction product. The product is: [OH:47][CH2:46][CH2:45][N:39]1[CH2:44][CH2:43][N:42]([CH2:2][CH2:3][CH2:4][S@:5](=[O:38])([C:32]2[CH:37]=[CH:36][CH:35]=[CH:34][CH:33]=2)=[N:6][C:7](=[O:31])[C:8]2[CH:13]=[C:12]([C:14]#[C:15][C:16]3[CH:21]=[CH:20][CH:19]=[C:18]([NH:22][C:23]([C:25]4[O:26][CH:27]=[CH:28][C:29]=4[CH3:30])=[O:24])[CH:17]=3)[CH:11]=[N:10][CH:9]=2)[CH2:41][CH2:40]1. (5) Given the reactants [OH:1][C:2]1([CH2:15][CH:16]=O)[CH2:14][CH2:13][C:5]2([O:10][CH2:9][C:8]([CH3:12])([CH3:11])[CH2:7][O:6]2)[CH2:4][CH2:3]1.[Cl:18][C:19]1[CH:24]=[CH:23][C:22]([C@@H:25]([NH2:27])[CH3:26])=[CH:21][CH:20]=1, predict the reaction product. The product is: [Cl:18][C:19]1[CH:24]=[CH:23][C:22]([C@@H:25]([NH:27][CH2:16][CH2:15][C:2]2([OH:1])[CH2:3][CH2:4][C:5]3([O:10][CH2:9][C:8]([CH3:12])([CH3:11])[CH2:7][O:6]3)[CH2:13][CH2:14]2)[CH3:26])=[CH:21][CH:20]=1. (6) Given the reactants [NH:1]1[C:10]2[N:9]=[C:8]3[CH2:11][CH:12]([CH2:15][CH2:16][C:17]([OH:19])=O)[CH2:13][CH2:14][C:7]3=[CH:6][C:5]=2[CH2:4][CH2:3][CH2:2]1.[CH2:20]([O:22][C:23](=[O:36])[CH2:24][C@H:25]([NH2:35])[C:26]1[CH:34]=[CH:33][C:29]2[CH2:30][CH2:31][O:32][C:28]=2[CH:27]=1)[CH3:21].C(Cl)CCl.C1C=CC2N(O)N=NC=2C=1.CN1CCOCC1, predict the reaction product. The product is: [CH2:20]([O:22][C:23](=[O:36])[CH2:24][C@@H:25]([C:26]1[CH:34]=[CH:33][C:29]2[CH2:30][CH2:31][O:32][C:28]=2[CH:27]=1)[NH:35][C:17](=[O:19])[CH2:16][CH2:15][CH:12]1[CH2:11][C:8]2=[N:9][C:10]3[NH:1][CH2:2][CH2:3][CH2:4][C:5]=3[CH:6]=[C:7]2[CH2:14][CH2:13]1)[CH3:21]. (7) Given the reactants [CH3:1][N:2]1[C:7]([C:8]([F:11])([F:10])[F:9])=[CH:6][C:5](=[O:12])[N:4]([C:13]2[CH:14]=[CH:15][C:16]3[S:20][N:19]=[C:18]([C:21](=[O:25])[C:22]([O-])=[O:23])[C:17]=3[CH:26]=2)[C:3]1=[O:27].CO[CH2:30][CH2:31]O, predict the reaction product. The product is: [OH:25][C:21]1([C:18]2[C:17]3[CH:26]=[C:13]([N:4]4[C:5](=[O:12])[CH:6]=[C:7]([C:8]([F:11])([F:9])[F:10])[N:2]([CH3:1])[C:3]4=[O:27])[CH:14]=[CH:15][C:16]=3[S:20][N:19]=2)[C:22](=[O:23])[NH:4][C:3]([C:31]2[CH:30]=[CH:8][CH:7]=[CH:6][CH:5]=2)=[N:2]1.